Dataset: Reaction yield outcomes from USPTO patents with 853,638 reactions. Task: Predict the reaction yield, written as a fraction of the theoretical maximum amount of product (1.0 means a 100% yield; for example, 0.34 means a 34% yield). (1) The reactants are [O:1]=[C:2]([C:11]1[CH:20]=[CH:19][C:14]2[NH:15][C:16](=[O:18])[NH:17][C:13]=2[CH:12]=1)[CH2:3][S:4][CH2:5][CH2:6][C:7]([O:9]C)=[O:8].[OH-].[Na+]. The catalyst is CO. The product is [O:1]=[C:2]([C:11]1[CH:20]=[CH:19][C:14]2[NH:15][C:16](=[O:18])[NH:17][C:13]=2[CH:12]=1)[CH2:3][S:4][CH2:5][CH2:6][C:7]([OH:9])=[O:8]. The yield is 0.800. (2) The reactants are Br[C:2]1[N:3]=[C:4]([NH:10][C:11]2[CH:12]=[N:13][CH:14]=[CH:15][CH:16]=2)[C:5](=[O:9])[N:6]([CH3:8])[CH:7]=1.CC1(C)C(C)(C)[O:21][B:20](B2OC(C)(C)C(C)(C)O2)[O:19]1.C([O-])(=O)C.[K+]. The catalyst is [Pd].O1CCOCC1. The product is [CH3:8][N:6]1[C:5](=[O:9])[C:4]([NH:10][C:11]2[CH:12]=[N:13][CH:14]=[CH:15][CH:16]=2)=[N:3][C:2]([B:20]([OH:21])[OH:19])=[CH:7]1. The yield is 0.580. (3) The reactants are [F:1][C:2]([F:13])([F:12])[C:3]1[CH:4]=[C:5](B(O)O)[CH:6]=[CH:7][CH:8]=1.[F:14][C:15]1[CH:16]=[C:17]([CH:27]([NH:29][C:30]([C:32]2[N:33]=[C:34](Cl)[S:35][CH:36]=2)=[O:31])[CH3:28])[CH:18]=[C:19]([F:26])[C:20]=1[NH:21][S:22]([CH3:25])(=[O:24])=[O:23].C([O-])([O-])=O.[Cs+].[Cs+]. The catalyst is Cl[Pd](Cl)([P](C1C=CC=CC=1)(C1C=CC=CC=1)C1C=CC=CC=1)[P](C1C=CC=CC=1)(C1C=CC=CC=1)C1C=CC=CC=1. The product is [F:26][C:19]1[CH:18]=[C:17]([CH:27]([NH:29][C:30]([C:32]2[N:33]=[C:34]([C:5]3[CH:6]=[CH:7][CH:8]=[C:3]([C:2]([F:13])([F:12])[F:1])[CH:4]=3)[S:35][CH:36]=2)=[O:31])[CH3:28])[CH:16]=[C:15]([F:14])[C:20]=1[NH:21][S:22]([CH3:25])(=[O:24])=[O:23]. The yield is 0.440. (4) The yield is 0.210. The catalyst is N1C=CC=CC=1.Cl. The product is [F:17][C:18]1[CH:23]=[C:22]([F:24])[CH:21]=[C:20]([F:25])[C:19]=1[S:26]([NH:14][CH:3]([CH2:4][C:5]1[C:13]2[C:8](=[CH:9][CH:10]=[CH:11][CH:12]=2)[NH:7][CH:6]=1)[C:2]([F:1])([F:15])[F:16])(=[O:28])=[O:27]. The reactants are [F:1][C:2]([F:16])([F:15])[CH:3]([NH2:14])[CH2:4][C:5]1[C:13]2[C:8](=[CH:9][CH:10]=[CH:11][CH:12]=2)[NH:7][CH:6]=1.[F:17][C:18]1[CH:23]=[C:22]([F:24])[CH:21]=[C:20]([F:25])[C:19]=1[S:26](Cl)(=[O:28])=[O:27]. (5) The reactants are [CH2:1]([N:5]1[C:9](=O)[C:8]([NH:11][C:12]2[CH:17]=[CH:16][C:15]([O:18][CH:19]([F:21])[F:20])=[CH:14][CH:13]=2)=[C:7]([C:22]2[CH:27]=[CH:26][CH:25]=[CH:24][CH:23]=2)[S:6]1(=[O:29])=[O:28])[CH2:2][CH2:3][CH3:4].COC1C=CC(P2(SP(C3C=CC(OC)=CC=3)(=S)S2)=[S:39])=CC=1. The catalyst is C1(C)C=CC=CC=1. The product is [CH2:1]([N:5]1[C:9](=[S:39])[C:8]([NH:11][C:12]2[CH:17]=[CH:16][C:15]([O:18][CH:19]([F:21])[F:20])=[CH:14][CH:13]=2)=[C:7]([C:22]2[CH:27]=[CH:26][CH:25]=[CH:24][CH:23]=2)[S:6]1(=[O:29])=[O:28])[CH2:2][CH2:3][CH3:4]. The yield is 0.850. (6) The reactants are [ClH:1].C(O)C.C([N:12]1[CH2:19][C:16]2([CH2:18][CH2:17]2)[N:15]([C:20](=[O:25])[C:21]([F:24])([F:23])[F:22])[CH2:14][CH2:13]1)C1C=CC=CC=1.[H][H]. The catalyst is [C].[Pd].C(O)C. The product is [ClH:1].[F:24][C:21]([F:22])([F:23])[C:20]([N:15]1[CH2:14][CH2:13][NH:12][CH2:19][C:16]21[CH2:18][CH2:17]2)=[O:25]. The yield is 0.830.